Dataset: Reaction yield outcomes from USPTO patents with 853,638 reactions. Task: Predict the reaction yield, written as a fraction of the theoretical maximum amount of product (1.0 means a 100% yield; for example, 0.34 means a 34% yield). (1) The reactants are CO[C:3]([CH:5]1[CH2:9][CH2:8][CH2:7][N:6]1[N:10]([C:16](=[O:35])[CH2:17][C:18]1[NH:23][C:22]2[CH:24]=[CH:25][C:26]([NH:28][S:29]([CH3:32])(=[O:31])=[O:30])=[CH:27][C:21]=2[S:20](=[O:34])(=[O:33])[N:19]=1)[CH2:11][CH2:12][CH:13]([CH3:15])[CH3:14])=[O:4].[O-]CC.[Na+].O. The catalyst is C(O)C. The product is [OH:4][C:3]1[CH:5]2[CH2:9][CH2:8][CH2:7][N:6]2[N:10]([CH2:11][CH2:12][CH:13]([CH3:14])[CH3:15])[C:16](=[O:35])[C:17]=1[C:18]1[NH:23][C:22]2[CH:24]=[CH:25][C:26]([NH:28][S:29]([CH3:32])(=[O:31])=[O:30])=[CH:27][C:21]=2[S:20](=[O:34])(=[O:33])[N:19]=1. The yield is 0.100. (2) The reactants are [Cl:1][C:2]1[N:7]=[CH:6][C:5]([CH2:8][N:9]([CH2:17][CH2:18][CH:19]([OH:31])[CH:20]2[C:24](N3CCCC3)=[CH:23][C:22](=[O:30])[O:21]2)C(=O)OC(C)(C)C)=[CH:4][CH:3]=1. The yield is 0.0600. The catalyst is ClCCl.FC(F)(F)C(O)=O. The product is [Cl:1][C:2]1[N:7]=[CH:6][C:5]([CH2:8][N:9]2[CH2:17][CH2:18][CH:19]([OH:31])[CH:20]3[O:21][C:22](=[O:30])[CH:23]=[C:24]23)=[CH:4][CH:3]=1. (3) The reactants are ClC(Cl)(Cl)C(=N)O[CH:5]([C:7]1[CH:8]=[C:9]([Cl:26])[CH:10]=[C:11]2[C:15]=1[N:14]([CH2:16][O:17][CH2:18][CH2:19][Si:20]([CH3:23])([CH3:22])[CH3:21])[CH:13]=[C:12]2[C:24]#[N:25])[CH3:6].[F:30][C:31]1[CH:36]=[CH:35][C:34]([C:37]2([CH2:50][OH:51])[CH2:42][CH2:41][N:40]([C:43]([O:45][C:46]([CH3:49])([CH3:48])[CH3:47])=[O:44])[CH2:39][CH2:38]2)=[CH:33][CH:32]=1. The catalyst is ClCCl. The product is [Cl:26][C:9]1[CH:10]=[C:11]2[C:15](=[C:7]([CH:5]([O:51][CH2:50][C:37]3([C:34]4[CH:33]=[CH:32][C:31]([F:30])=[CH:36][CH:35]=4)[CH2:38][CH2:39][N:40]([C:43]([O:45][C:46]([CH3:47])([CH3:48])[CH3:49])=[O:44])[CH2:41][CH2:42]3)[CH3:6])[CH:8]=1)[N:14]([CH2:16][O:17][CH2:18][CH2:19][Si:20]([CH3:23])([CH3:22])[CH3:21])[CH:13]=[C:12]2[C:24]#[N:25]. The yield is 0.380. (4) The reactants are Br[C:2]1[CH:3]=[CH:4][C:5]2[C:11]3[N:12]=[C:13]([N:15]4[C:19]([CH3:21])([CH3:20])[CH2:18][N:17]([CH3:22])[C:16]4=[O:23])[S:14][C:10]=3[CH2:9][CH2:8][O:7][C:6]=2[CH:24]=1.[CH3:25][C:26]([OH:43])([CH3:42])[CH2:27][N:28]1[CH:32]=[C:31](B2OC(C)(C)C(C)(C)O2)[CH:30]=[N:29]1. No catalyst specified. The product is [OH:43][C:26]([CH3:42])([CH3:25])[CH2:27][N:28]1[CH:32]=[C:31]([C:2]2[CH:3]=[CH:4][C:5]3[C:11]4[N:12]=[C:13]([N:15]5[C:19]([CH3:21])([CH3:20])[CH2:18][N:17]([CH3:22])[C:16]5=[O:23])[S:14][C:10]=4[CH2:9][CH2:8][O:7][C:6]=3[CH:24]=2)[CH:30]=[N:29]1. The yield is 0.330. (5) The reactants are [CH2:1]([O:8][C:9]1[C:10]([CH3:17])=[C:11]([CH2:15][OH:16])[CH:12]=[CH:13][CH:14]=1)[C:2]1[CH:7]=[CH:6][CH:5]=[CH:4][CH:3]=1.CC(OI1(OC(C)=O)(OC(C)=O)OC(=O)C2C=CC=CC1=2)=O. The catalyst is O1CCCC1. The product is [CH2:1]([O:8][C:9]1[C:10]([CH3:17])=[C:11]([CH:12]=[CH:13][CH:14]=1)[CH:15]=[O:16])[C:2]1[CH:3]=[CH:4][CH:5]=[CH:6][CH:7]=1. The yield is 0.840.